From a dataset of Forward reaction prediction with 1.9M reactions from USPTO patents (1976-2016). Predict the product of the given reaction. (1) Given the reactants [CH2:1]([C:3]1[C:4]([C:23]([C:29]2[N:33](COCC[Si](C)(C)C)[C:32]3[CH:42]=[CH:43][C:44]([C:46]#[N:47])=[CH:45][C:31]=3[N:30]=2)([OH:28])[C:24]([F:27])([F:26])[F:25])=[C:5]2[C:9](=[C:10]([CH3:12])[CH:11]=1)[N:8]([S:13]([C:16]1[CH:22]=[CH:21][C:19]([CH3:20])=[CH:18][CH:17]=1)(=[O:15])=[O:14])[CH:7]=[CH:6]2)[CH3:2].C(C1C(C(C2N(COCC[Si](C)(C)C)C3C=C(C#N)C=CC=3N=2)(O)C(F)(F)F)=C2C(=C(C)C=1)N(S(C1C=CC(C)=CC=1)(=O)=O)C=C2)C.Cl.CO, predict the reaction product. The product is: [CH2:1]([C:3]1[C:4]([C:23]([C:29]2[NH:33][C:32]3[CH:42]=[CH:43][C:44]([C:46]#[N:47])=[CH:45][C:31]=3[N:30]=2)([OH:28])[C:24]([F:26])([F:27])[F:25])=[C:5]2[C:9](=[C:10]([CH3:12])[CH:11]=1)[N:8]([S:13]([C:16]1[CH:22]=[CH:21][C:19]([CH3:20])=[CH:18][CH:17]=1)(=[O:15])=[O:14])[CH:7]=[CH:6]2)[CH3:2]. (2) Given the reactants [CH:1]1([C:7]2[C:8]3[CH:26]=[CH:25][C:24]([C:27]([NH:29][C:30]4([C:34]([NH:36][C:37]5[CH:42]=[CH:41][C:40](/[CH:43]=[CH:44]/[C:45]([O:47]CC)=[O:46])=[CH:39][CH:38]=5)=[O:35])[CH2:33][CH2:32][CH2:31]4)=[O:28])=[CH:23][C:9]=3[N:10]3[C:16]=2[C:15]2[CH:17]=[CH:18][C:19]([O:21][CH3:22])=[CH:20][C:14]=2[O:13][CH2:12][CH2:11]3)[CH2:6][CH2:5][CH2:4][CH2:3][CH2:2]1.[OH-].[Na+].Cl, predict the reaction product. The product is: [CH:1]1([C:7]2[C:8]3[CH:26]=[CH:25][C:24]([C:27]([NH:29][C:30]4([C:34]([NH:36][C:37]5[CH:42]=[CH:41][C:40](/[CH:43]=[CH:44]/[C:45]([OH:47])=[O:46])=[CH:39][CH:38]=5)=[O:35])[CH2:31][CH2:32][CH2:33]4)=[O:28])=[CH:23][C:9]=3[N:10]3[C:16]=2[C:15]2[CH:17]=[CH:18][C:19]([O:21][CH3:22])=[CH:20][C:14]=2[O:13][CH2:12][CH2:11]3)[CH2:2][CH2:3][CH2:4][CH2:5][CH2:6]1.